The task is: Predict the product of the given reaction.. This data is from Forward reaction prediction with 1.9M reactions from USPTO patents (1976-2016). (1) The product is: [N:30]1([C:22]([C:9]2[C:10]3[CH2:11][CH2:12][CH:13]([C:16]4[CH:17]=[CH:18][CH:19]=[CH:20][CH:21]=4)[O:14][C:15]=3[C:4]3[N:3]=[C:2]([CH3:1])[N:6]([CH3:7])[C:5]=3[CH:8]=2)=[O:24])[CH2:38][CH2:33][CH2:34]1. Given the reactants [CH3:1][C:2]1[N:6]([CH3:7])[C:5]2[CH:8]=[C:9]([C:22]([OH:24])=O)[C:10]3[CH2:11][CH2:12][CH:13]([C:16]4[CH:21]=[CH:20][CH:19]=[CH:18][CH:17]=4)[O:14][C:15]=3[C:4]=2[N:3]=1.F[B-](F)(F)F.[N:30]1(OC(N(C)C)=[N+](C)C)[C:34]2C=CC=[CH:38][C:33]=2N=N1.N1CCC1.O, predict the reaction product. (2) Given the reactants [F:1][C:2]1[C:7]([F:8])=[CH:6][CH:5]=[CH:4][C:3]=1[CH2:9][CH2:10][C:11]1[CH:16]=[C:15]([OH:17])[N:14]2[N:18]=[C:19]([CH2:21][OH:22])[CH:20]=[C:13]2[N:12]=1, predict the reaction product. The product is: [F:1][C:2]1[C:7]([F:8])=[CH:6][CH:5]=[CH:4][C:3]=1[CH2:9][CH2:10][C:11]1[CH:16]=[C:15]([OH:17])[N:14]2[N:18]=[C:19]([CH:21]=[O:22])[CH:20]=[C:13]2[N:12]=1. (3) Given the reactants [P:1]([O:11][CH2:12][C:13]1[C:18]([O:19][CH3:20])=[CH:17][CH:16]=[CH:15][C:14]=1[CH2:21][OH:22])([O:7][CH2:8][CH:9]=[CH2:10])([O:3][CH2:4][CH:5]=[CH2:6])=[O:2].[Cr](O[Cr]([O-])(=O)=O)([O-])(=O)=[O:24].[NH+]1C=CC=CC=1.[NH+]1C=CC=CC=1.CC(C)=O.OS(O)(=O)=O.O=[Cr](=O)=O.S(=O)(=O)(O)O, predict the reaction product. The product is: [CH2:4]([O:3][P:1]([O:11][CH2:12][C:13]1[C:18]([O:19][CH3:20])=[CH:17][CH:16]=[CH:15][C:14]=1[C:21]([OH:24])=[O:22])([O:7][CH2:8][CH:9]=[CH2:10])=[O:2])[CH:5]=[CH2:6]. (4) Given the reactants C([C@@H]1COC(=O)N1[C:14](=[O:36])[C@@H:15]([O:31][C:32]([CH3:35])([CH3:34])[CH3:33])[C:16]1[C:17]([I:30])=[C:18]2[C:25]3[CH2:26][CH2:27][CH2:28][CH2:29][C:24]=3[S:23][C:19]2=[N:20][C:21]=1[CH3:22])C1C=CC=CC=1.O.[OH-].[Li+].OO.S([O-])([O-])=[O:43].[Na+].[Na+].Cl, predict the reaction product. The product is: [C:32]([O:31][C@@H:15]([C:16]1[C:17]([I:30])=[C:18]2[C:25]3[CH2:26][CH2:27][CH2:28][CH2:29][C:24]=3[S:23][C:19]2=[N:20][C:21]=1[CH3:22])[C:14]([OH:36])=[O:43])([CH3:35])([CH3:34])[CH3:33]. (5) The product is: [CH3:11][O:10][C:7]1[CH:8]=[CH:9][C:4]([C:3]([OH:18])=[O:2])=[C:5]([O:12][CH2:13][CH2:14][CH2:15][CH2:16][CH3:17])[CH:6]=1. Given the reactants C[O:2][C:3](=[O:18])[C:4]1[CH:9]=[CH:8][C:7]([O:10][CH3:11])=[CH:6][C:5]=1[O:12][CH2:13][CH2:14][CH2:15][CH2:16][CH3:17].O.[OH-].[Li+], predict the reaction product.